Task: Regression. Given a peptide amino acid sequence and an MHC pseudo amino acid sequence, predict their binding affinity value. This is MHC class II binding data.. Dataset: Peptide-MHC class II binding affinity with 134,281 pairs from IEDB (1) The peptide sequence is PAAAYATATPAAATA. The MHC is HLA-DPA10201-DPB11401 with pseudo-sequence HLA-DPA10201-DPB11401. The binding affinity (normalized) is 0.473. (2) The peptide sequence is NGKRLEPNWASVKKD. The MHC is DRB1_0301 with pseudo-sequence DRB1_0301. The binding affinity (normalized) is 0.313. (3) The peptide sequence is VPDHVVWSLFNTL. The MHC is HLA-DQA10501-DQB10301 with pseudo-sequence HLA-DQA10501-DQB10301. The binding affinity (normalized) is 0.234. (4) The peptide sequence is GYVSLQEFVDLNNKG. The MHC is HLA-DQA10401-DQB10402 with pseudo-sequence HLA-DQA10401-DQB10402. The binding affinity (normalized) is 0.261. (5) The peptide sequence is SLYNTVATLYCVHAGIEV. The MHC is DRB1_1302 with pseudo-sequence DRB1_1302. The binding affinity (normalized) is 0.339.